Dataset: Full USPTO retrosynthesis dataset with 1.9M reactions from patents (1976-2016). Task: Predict the reactants needed to synthesize the given product. (1) Given the product [N:15]1[CH:16]=[CH:17][CH:18]=[CH:19][C:14]=1[N:1]1[CH:5]=[C:4]([C:6]([O:8][CH2:9][CH3:10])=[O:7])[CH:3]=[N:2]1, predict the reactants needed to synthesize it. The reactants are: [NH:1]1[CH:5]=[C:4]([C:6]([O:8][CH2:9][CH3:10])=[O:7])[CH:3]=[N:2]1.[H-].[Na+].F[C:14]1[CH:19]=[CH:18][CH:17]=[CH:16][N:15]=1. (2) Given the product [CH3:18][C@H:17]([NH:19][C:20](=[O:26])[O:21][C:22]([CH3:23])([CH3:25])[CH3:24])[CH2:16][O:15][C:12]1[CH:11]=[C:10]([C:8]2[O:9][C:5]3[CH:4]=[CH:3][C:2]([O:1][CH:29]([CH3:31])[CH3:30])=[CH:27][C:6]=3[N:7]=2)[O:14][N:13]=1, predict the reactants needed to synthesize it. The reactants are: [OH:1][C:2]1[CH:3]=[CH:4][C:5]2[O:9][C:8]([C:10]3[O:14][N:13]=[C:12]([O:15][CH2:16][C@@H:17]([NH:19][C:20](=[O:26])[O:21][C:22]([CH3:25])([CH3:24])[CH3:23])[CH3:18])[CH:11]=3)=[N:7][C:6]=2[CH:27]=1.I[CH:29]([CH3:31])[CH3:30].